Dataset: Full USPTO retrosynthesis dataset with 1.9M reactions from patents (1976-2016). Task: Predict the reactants needed to synthesize the given product. (1) Given the product [CH:1]1([C:4]2[N:9]=[CH:8][C:7]([NH:10][C:11]3[CH:12]=[CH:13][C:14]([CH2:18][C:20]4[C:28]5[C:27]([O:29][CH3:30])=[N:26][CH:25]=[N:24][C:23]=5[NH:22][CH:21]=4)=[C:15]([F:17])[N:16]=3)=[CH:6][CH:5]=2)[CH2:2][CH2:3]1, predict the reactants needed to synthesize it. The reactants are: [CH:1]1([C:4]2[N:9]=[CH:8][C:7]([NH:10][C:11]3[N:16]=[C:15]([F:17])[C:14]([CH:18]([C:20]4[C:28]5[C:27]([O:29][CH3:30])=[N:26][CH:25]=[N:24][C:23]=5[N:22]([Si](C(C)C)(C(C)C)C(C)C)[CH:21]=4)O)=[CH:13][CH:12]=3)=[CH:6][CH:5]=2)[CH2:3][CH2:2]1.C([SiH](CC)CC)C.FC(F)(F)C(O)=O.C(=O)([O-])[O-].[K+].[K+]. (2) Given the product [C:26]([O:25][C:24]([N:23]([CH3:31])[C:21]([C:20]1[C:19]([C:32]2[CH:33]=[CH:34][C:35]([F:38])=[CH:36][CH:37]=2)=[N:18][N:15]2[CH:16]=[CH:17][C:12]([C:3]3[CH:4]=[C:5]([CH:9]=[CH:10][C:2]=3[CH3:1])[C:6]([OH:8])=[O:7])=[C:13]([F:39])[C:14]=12)=[O:22])=[O:30])([CH3:29])([CH3:28])[CH3:27], predict the reactants needed to synthesize it. The reactants are: [CH3:1][C:2]1[CH:10]=[CH:9][C:5]([C:6]([OH:8])=[O:7])=[CH:4][CH:3]=1.Cl[C:12]1[CH:17]=[CH:16][N:15]2[N:18]=[C:19]([C:32]3[CH:37]=[CH:36][C:35]([F:38])=[CH:34][CH:33]=3)[C:20]([C:21]([N:23]([CH3:31])[C:24](=[O:30])[O:25][C:26]([CH3:29])([CH3:28])[CH3:27])=[O:22])=[C:14]2[C:13]=1[F:39].CC1C=CC(C(O)=O)=CC=1B1OC(C)(C)C(C)(C)O1.C(=O)([O-])[O-].[Na+].[Na+]. (3) Given the product [Cl:31][C:28]1[CH:29]=[CH:30][C:25]([NH:24][C:22]([C:14]2[O:15][C:16]3[CH:21]=[CH:20][CH:19]=[CH:18][C:17]=3[C:13]=2[NH:12][C:10]([NH:9][CH2:8][CH2:7][C:6]([OH:32])=[O:5])=[O:11])=[O:23])=[N:26][CH:27]=1, predict the reactants needed to synthesize it. The reactants are: C([O:5][C:6](=[O:32])[CH2:7][CH2:8][NH:9][C:10]([NH:12][C:13]1[C:17]2[CH:18]=[CH:19][CH:20]=[CH:21][C:16]=2[O:15][C:14]=1[C:22]([NH:24][C:25]1[CH:30]=[CH:29][C:28]([Cl:31])=[CH:27][N:26]=1)=[O:23])=[O:11])(C)(C)C.